From a dataset of Catalyst prediction with 721,799 reactions and 888 catalyst types from USPTO. Predict which catalyst facilitates the given reaction. (1) Reactant: Cl.[C:2]([C:4]1[CH:5]=[C:6]([CH:27]=[CH:28][CH:29]=1)[C:7]([NH:9][C:10]1[C:11]([CH3:26])=[C:12]2[C:16](=[CH:17][CH:18]=1)[N:15]([CH3:19])[CH:14]=[C:13]2[CH:20]1[CH2:25][CH2:24][NH:23][CH2:22][CH2:21]1)=[O:8])#[N:3].CCN(C(C)C)C(C)C.CN(C(ON1N=NC2C=CC=NC1=2)=[N+](C)C)C.F[P-](F)(F)(F)(F)F.[F:63][C:64]([F:72])([F:71])[C@H:65]([OH:70])[CH2:66][C:67](O)=[O:68]. Product: [C:2]([C:4]1[CH:5]=[C:6]([CH:27]=[CH:28][CH:29]=1)[C:7]([NH:9][C:10]1[C:11]([CH3:26])=[C:12]2[C:16](=[CH:17][CH:18]=1)[N:15]([CH3:19])[CH:14]=[C:13]2[CH:20]1[CH2:25][CH2:24][N:23]([C:67](=[O:68])[CH2:66][C@@H:65]([OH:70])[C:64]([F:72])([F:71])[F:63])[CH2:22][CH2:21]1)=[O:8])#[N:3]. The catalyst class is: 3. (2) Reactant: [Br:1][C:2]1[N:7]=[C:6]2[N:8]([CH:12]3[CH2:17][CH2:16][CH2:15][CH2:14][O:13]3)[N:9]=[C:10]([CH3:11])[C:5]2=[C:4]([CH2:18]OS(C)(=O)=O)[CH:3]=1.[C:24]([O:28][C:29]([N:31]1[CH2:36][C:35]([CH3:38])([CH3:37])[NH:34][CH2:33][C:32]1([CH2:41][CH3:42])[CH2:39][CH3:40])=[O:30])([CH3:27])([CH3:26])[CH3:25].CCN(C(C)C)C(C)C. Product: [C:24]([O:28][C:29]([N:31]1[CH2:36][C:35]([CH3:38])([CH3:37])[N:34]([CH2:18][C:4]2[CH:3]=[C:2]([Br:1])[N:7]=[C:6]3[N:8]([CH:12]4[CH2:17][CH2:16][CH2:15][CH2:14][O:13]4)[N:9]=[C:10]([CH3:11])[C:5]=23)[CH2:33][C:32]1([CH2:41][CH3:42])[CH2:39][CH3:40])=[O:30])([CH3:27])([CH3:26])[CH3:25]. The catalyst class is: 20. (3) Reactant: FC(F)(F)C(O)=O.FC(F)(F)C(O)=O.FC(F)(F)C(O)=O.[NH:22]1[CH2:25][CH:24]([C:26]2[C:27]([C:32]3[CH:41]=[CH:40][C:35]([C:36]([NH:38][CH3:39])=[O:37])=[C:34]([F:42])[CH:33]=3)=[N:28][CH:29]=[CH:30][N:31]=2)[CH2:23]1.Cl[C:44]1[N:53]=[CH:52][C:51]2[C:46](=[CH:47][C:48]([Cl:54])=[CH:49][CH:50]=2)[N:45]=1.C(=O)([O-])[O-].[K+].[K+]. Product: [Cl:54][C:48]1[CH:47]=[C:46]2[C:51]([CH:52]=[N:53][C:44]([N:22]3[CH2:23][CH:24]([C:26]4[C:27]([C:32]5[CH:41]=[CH:40][C:35]([C:36]([NH:38][CH3:39])=[O:37])=[C:34]([F:42])[CH:33]=5)=[N:28][CH:29]=[CH:30][N:31]=4)[CH2:25]3)=[N:45]2)=[CH:50][CH:49]=1. The catalyst class is: 729. (4) Reactant: C[O:2][C:3]1[CH:8]=[CH:7][C:6]([NH:9][C:10]2[N:15]=[C:14]([C:16]3[S:20][C:19]([C:21]([NH:23][CH2:24][CH2:25][C:26]4[CH:31]=[CH:30][CH:29]=[CH:28][CH:27]=4)=[O:22])=[CH:18][CH:17]=3)[CH:13]=[CH:12][N:11]=2)=[CH:5][CH:4]=1.B(Br)(Br)Br. Product: [OH:2][C:3]1[CH:8]=[CH:7][C:6]([NH:9][C:10]2[N:15]=[C:14]([C:16]3[S:20][C:19]([C:21]([NH:23][CH2:24][CH2:25][C:26]4[CH:27]=[CH:28][CH:29]=[CH:30][CH:31]=4)=[O:22])=[CH:18][CH:17]=3)[CH:13]=[CH:12][N:11]=2)=[CH:5][CH:4]=1. The catalyst class is: 2.